From a dataset of Reaction yield outcomes from USPTO patents with 853,638 reactions. Predict the reaction yield, written as a fraction of the theoretical maximum amount of product (1.0 means a 100% yield; for example, 0.34 means a 34% yield). (1) The catalyst is C(O)(=O)C.[Fe]. The product is [OH:23][C:19]1[CH:18]=[C:17]([C:5]2[N:6]=[C:7]3[N:8]([C:9]4[CH:14]=[CH:13][CH:12]=[CH:11][C:10]=4[O:15][CH3:16])[C:24](=[O:25])[NH:1][C:2]3=[CH:3][CH:4]=2)[CH:22]=[CH:21][CH:20]=1. The yield is 0.850. The reactants are [NH2:1][C:2]1[CH:3]=[CH:4][C:5]([C:17]2[CH:18]=[C:19]([OH:23])[CH:20]=[CH:21][CH:22]=2)=[N:6][C:7]=1[NH:8][C:9]1[CH:14]=[CH:13][CH:12]=[CH:11][C:10]=1[O:15][CH3:16].[CH3:24][O:25]C1C=CC=CC=1NC1N=C(C2C=C(O)C=CC=2)C=CC=1[N+]([O-])=O. (2) The reactants are Cl[C:2]1[N:11]=[C:10]([Cl:12])[CH:9]=[C:8]([C:13]#[N:14])[C:3]=1[C:4]([O:6][CH3:7])=[O:5].[NH:15]1[C:23]2[C:18](=[CH:19][CH:20]=[C:21]([NH2:24])[CH:22]=2)[CH:17]=[N:16]1.CCN(CC)CC.O. The product is [NH:15]1[C:23]2[C:18](=[CH:19][CH:20]=[C:21]([NH:24][C:2]3[N:11]=[C:10]([Cl:12])[CH:9]=[C:8]([C:13]#[N:14])[C:3]=3[C:4]([O:6][CH3:7])=[O:5])[CH:22]=2)[CH:17]=[N:16]1. The catalyst is C1COCC1.CCOC(C)=O. The yield is 0.385. (3) The reactants are Br[CH2:2][CH2:3][CH2:4][CH2:5][N:6]1[CH2:11][C:10]2[CH:12]=[CH:13][CH:14]=[CH:15][C:9]=2[N:8]([C:16]2[CH:21]=[CH:20][CH:19]=[CH:18][C:17]=2[F:22])[S:7]1(=[O:24])=[O:23].[CH3:25][NH2:26].Cl. No catalyst specified. The product is [F:22][C:17]1[CH:18]=[CH:19][CH:20]=[CH:21][C:16]=1[N:8]1[C:9]2[CH:15]=[CH:14][CH:13]=[CH:12][C:10]=2[CH2:11][N:6]([CH2:5][CH2:4][CH2:3][CH2:2][NH:26][CH3:25])[S:7]1(=[O:24])=[O:23]. The yield is 0.820. (4) The reactants are CCN(C(C)C)C(C)C.[Br:10][C:11]1[CH:19]=[CH:18][C:17]([F:20])=[CH:16][C:12]=1[C:13]([OH:15])=O.CCN=C=NCCCN(C)C.C1C=CC2N(O)N=NC=2C=1.[O:42]=[C:43]([N:61]1[CH2:66][CH2:65][NH:64][CH2:63][CH2:62]1)[CH2:44][NH:45][C:46](=[O:60])[C:47]1[CH:52]=[CH:51][C:50]([NH:53][C:54]2[CH:59]=[CH:58][CH:57]=[CH:56][CH:55]=2)=[CH:49][CH:48]=1.Cl. The catalyst is CN(C=O)C.O. The product is [Br:10][C:11]1[CH:19]=[CH:18][C:17]([F:20])=[CH:16][C:12]=1[C:13]([N:64]1[CH2:65][CH2:66][N:61]([C:43](=[O:42])[CH2:44][NH:45][C:46](=[O:60])[C:47]2[CH:48]=[CH:49][C:50]([NH:53][C:54]3[CH:55]=[CH:56][CH:57]=[CH:58][CH:59]=3)=[CH:51][CH:52]=2)[CH2:62][CH2:63]1)=[O:15]. The yield is 0.500.